This data is from Orexin1 receptor HTS with 218,158 compounds and 233 confirmed actives. The task is: Binary Classification. Given a drug SMILES string, predict its activity (active/inactive) in a high-throughput screening assay against a specified biological target. (1) The drug is O(c1ccc(c2oc(NC)c(n2)C#N)cc1)Cc1ccccc1. The result is 0 (inactive). (2) The compound is S1\C(C(=O)N(CC(OCC)=O)C1=O)=C\c1occc1. The result is 0 (inactive). (3) The drug is Fc1c(NC(=O)NC2CCN(CC2)Cc2n(nnn2)Cc2ccc(F)cc2)cccc1. The result is 0 (inactive). (4) The molecule is ClC=1CC(C(CC1)C(O)=O)C(=O)Nc1sc2c(CCCCC2)c1C(OCC)=O. The result is 0 (inactive). (5) The compound is s1c2CCCCc2nc1NC(=O)c1oc(cc1)C. The result is 0 (inactive). (6) The compound is S(c1nc2n(CCc3ccccc3)c3c(c2nn1)cccc3)CC(=O)Nc1c(n(n(c1=O)c1ccccc1)C)C. The result is 0 (inactive). (7) The compound is S(=O)(=O)(N(C)C)c1cc(NC(=O)COC(=O)CN2C(=O)c3c(C2=O)cccc3)c(cc1)C. The result is 0 (inactive).